Dataset: Reaction yield outcomes from USPTO patents with 853,638 reactions. Task: Predict the reaction yield, written as a fraction of the theoretical maximum amount of product (1.0 means a 100% yield; for example, 0.34 means a 34% yield). The reactants are [CH:1]12[C:9](=[O:10])[CH:5]3[CH:6]=[CH:7][CH:8]1[CH:2]2[CH:3]=[CH:4]3.[C:11]1(=[O:17])[O:16][C:14](=[O:15])[CH:13]=[CH:12]1. The catalyst is C1(C=CC(O)=CC=1)O. The product is [CH:6]12[CH:5]3[CH:4]1[CH:3]1[CH:2]4[CH:1]([C:9]3=[O:10])[CH:8]4[CH:7]2[CH:12]2[CH:13]1[C:14](=[O:15])[O:16][C:11]2=[O:17]. The yield is 0.430.